From a dataset of Full USPTO retrosynthesis dataset with 1.9M reactions from patents (1976-2016). Predict the reactants needed to synthesize the given product. Given the product [CH2:37]([O:59][C:25]1[CH:24]=[CH:23][C:22]([N:19]2[CH2:18][CH2:17][CH:16]([CH2:15][N:14]([CH3:13])[C:5]([N:52]3[CH2:51][CH2:50][CH:49]([NH:48][C:45]4[CH:46]=[CH:47][C:42]([N+:39]([O-:41])=[O:40])=[C:43]([C:55]([F:58])([F:56])[F:57])[CH:44]=4)[CH2:54][CH2:53]3)=[O:11])[CH2:21][CH2:20]2)=[CH:27][CH:26]=1)[CH3:38], predict the reactants needed to synthesize it. The reactants are: ClC(Cl)(O[C:5](=[O:11])OC(Cl)(Cl)Cl)Cl.[CH3:13][NH:14][CH2:15][CH:16]1[CH2:21][CH2:20][N:19]([C:22]2[CH:27]=[CH:26][C:25](C(F)(F)F)=[CH:24][CH:23]=2)[CH2:18][CH2:17]1.C(N([CH2:37][CH3:38])CC)C.[N+:39]([C:42]1[CH:47]=[CH:46][C:45]([NH:48][CH:49]2[CH2:54][CH2:53][NH:52][CH2:51][CH2:50]2)=[CH:44][C:43]=1[C:55]([F:58])([F:57])[F:56])([O-:41])=[O:40].[OH2:59].